This data is from Full USPTO retrosynthesis dataset with 1.9M reactions from patents (1976-2016). The task is: Predict the reactants needed to synthesize the given product. (1) Given the product [C:1]([C:4]1[CH:5]=[C:6]([CH:17]=[CH:18][CH:19]=1)[O:7][C:8]1[CH:9]=[CH:10][C:11]([N+:14]([O-:16])=[O:15])=[CH:12][CH:13]=1)([OH:3])=[O:2].[O:25]1[CH2:24][CH2:23][CH2:22][CH:21]1[CH2:20][NH:26][C:1]([C:4]1[CH:5]=[C:6]([CH:17]=[CH:18][CH:19]=1)[O:7][C:8]1[CH:13]=[CH:12][C:11]([N+:14]([O-:16])=[O:15])=[CH:10][CH:9]=1)=[O:3], predict the reactants needed to synthesize it. The reactants are: [C:1]([C:4]1[CH:5]=[C:6]([CH:17]=[CH:18][CH:19]=1)[O:7][C:8]1[CH:13]=[CH:12][C:11]([N+:14]([O-:16])=[O:15])=[CH:10][CH:9]=1)([OH:3])=[O:2].[CH2:20]([NH2:26])[CH:21]1[O:25][CH2:24][CH2:23][CH2:22]1. (2) Given the product [Cl:36][C:16]1[N:11]2[N:10]=[C:9]([C:18]3[CH:23]=[CH:22][CH:21]=[CH:20][C:19]=3[Cl:24])[C:8]([C:5]3[CH:6]=[CH:7][C:2]([Cl:1])=[CH:3][CH:4]=3)=[C:12]2[N:13]=[CH:14][CH:15]=1, predict the reactants needed to synthesize it. The reactants are: [Cl:1][C:2]1[CH:7]=[CH:6][C:5]([C:8]2[C:9]([C:18]3[CH:23]=[CH:22][CH:21]=[CH:20][C:19]=3[Cl:24])=[N:10][N:11]3[C:16](O)=[CH:15][CH:14]=[N:13][C:12]=23)=[CH:4][CH:3]=1.C(N(C(C)C)CC)(C)C.O=P(Cl)(Cl)[Cl:36]. (3) Given the product [CH3:21][C:19]1[N:18]([C:22]2[CH:27]=[CH:26][CH:25]=[CH:24][CH:23]=2)[C:17]([C:28]2[CH:29]=[CH:30][CH:31]=[CH:32][CH:33]=2)=[C:16]([C:14]([N:11]2[CH2:12][CH2:13][N:8]([C:6]([O:5][C:1]([CH3:4])([CH3:2])[CH3:3])=[O:7])[CH2:9][C@H:10]2[CH2:34][C:35]2[CH:36]=[CH:37][C:38]([O:39][CH2:40][C:41]([O:43][CH2:47][C:48]3[O:49][C:50](=[O:54])[O:51][C:52]=3[CH3:53])=[O:42])=[CH:44][CH:45]=2)=[O:15])[CH:20]=1, predict the reactants needed to synthesize it. The reactants are: [C:1]([O:5][C:6]([N:8]1[CH2:13][CH2:12][N:11]([C:14]([C:16]2[CH:20]=[C:19]([CH3:21])[N:18]([C:22]3[CH:27]=[CH:26][CH:25]=[CH:24][CH:23]=3)[C:17]=2[C:28]2[CH:33]=[CH:32][CH:31]=[CH:30][CH:29]=2)=[O:15])[C@H:10]([CH2:34][C:35]2[CH:45]=[CH:44][C:38]([O:39][CH2:40][C:41]([OH:43])=[O:42])=[CH:37][CH:36]=2)[CH2:9]1)=[O:7])([CH3:4])([CH3:3])[CH3:2].O[CH2:47][C:48]1[O:49][C:50](=[O:54])[O:51][C:52]=1[CH3:53].C1(C)C=CC(S(Cl)(=O)=O)=CC=1.C(=O)([O-])[O-].[K+].[K+].C(O)(=O)CC(CC(O)=O)(C(O)=O)O. (4) Given the product [CH2:13]([O:12][CH2:11][CH2:10][N:3]1[C:2]([CH3:1])=[C:6]([CH3:7])[S:5]/[C:4]/1=[N:8]\[C:30]([C:20]12[CH2:29][CH:24]3[CH2:23][CH:22]([CH2:28][CH:26]([CH2:25]3)[CH2:27]1)[CH2:21]2)=[O:31])[C:14]1[CH:19]=[CH:18][CH:17]=[CH:16][CH:15]=1, predict the reactants needed to synthesize it. The reactants are: [CH3:1][C:2]1[N:3]=[C:4]([NH2:8])[S:5][C:6]=1[CH3:7].Br[CH2:10][CH2:11][O:12][CH2:13][C:14]1[CH:19]=[CH:18][CH:17]=[CH:16][CH:15]=1.[C:20]12([C:30](O)=[O:31])[CH2:29][CH:24]3[CH2:25][CH:26]([CH2:28][CH:22]([CH2:23]3)[CH2:21]1)[CH2:27]2. (5) Given the product [CH:1]1([N:5]2[CH2:11][CH2:10][C:9]3[CH:12]=[CH:13][C:14]([O:16][C:17]4[CH:22]=[CH:21][C:20]([N:24]5[CH2:28][CH2:27][CH2:26][C:25]5=[O:29])=[CH:19][CH:18]=4)=[CH:15][C:8]=3[CH2:7][CH2:6]2)[CH2:4][CH2:3][CH2:2]1, predict the reactants needed to synthesize it. The reactants are: [CH:1]1([N:5]2[CH2:11][CH2:10][C:9]3[CH:12]=[CH:13][C:14]([O:16][C:17]4[CH:22]=[CH:21][C:20](I)=[CH:19][CH:18]=4)=[CH:15][C:8]=3[CH2:7][CH2:6]2)[CH2:4][CH2:3][CH2:2]1.[NH:24]1[CH2:28][CH2:27][CH2:26][C:25]1=[O:29].C(=O)([O-])[O-].[K+].[K+].CNCCNC. (6) Given the product [I:10][C:11]1[O:12][CH:13]=[C:14]([C:4]2[CH:5]=[CH:6][N:1]=[CH:2][CH:3]=2)[N:15]=1, predict the reactants needed to synthesize it. The reactants are: [N:1]1[CH:6]=[CH:5][C:4](B(O)O)=[CH:3][CH:2]=1.[I:10][C:11]1[O:12][CH:13]=[C:14](I)[N:15]=1.C([O-])(O)=O.[Na+]. (7) Given the product [CH3:26][N:29]([CH3:30])[C:23]([C:17]1[C:16]2[C:20](=[CH:21][C:13]([NH:12][S:9]([C:4]3[CH:3]=[C:2]([Cl:1])[CH:7]=[C:6]([Cl:8])[CH:5]=3)(=[O:10])=[O:11])=[CH:14][CH:15]=2)[N:19]([CH3:22])[CH:18]=1)=[O:24], predict the reactants needed to synthesize it. The reactants are: [Cl:1][C:2]1[CH:3]=[C:4]([S:9]([NH:12][C:13]2[CH:21]=[C:20]3[C:16]([C:17]([C:23](O)=[O:24])=[CH:18][N:19]3[CH3:22])=[CH:15][CH:14]=2)(=[O:11])=[O:10])[CH:5]=[C:6]([Cl:8])[CH:7]=1.[CH:26]([N:29](C(C)C)[CH2:30]C)(C)C.N1(OC(N(C)C)=[N+](C)C)C2C=CC=CC=2N=N1.F[B-](F)(F)F.CNC. (8) Given the product [F:2][C:3]1[CH:4]=[CH:5][C:6]([C:9]2[C:13]3[N:14]=[CH:15][N:16]([CH2:19][C:20]4([OH:26])[CH2:25][CH2:24][N:23]([C:39](=[O:40])[CH2:38][CH2:37][CH2:36][CH2:35][NH:34][C:32](=[O:33])[O:31][C:27]([CH3:28])([CH3:29])[CH3:30])[CH2:22][CH2:21]4)[C:17](=[O:18])[C:12]=3[S:11][CH:10]=2)=[CH:7][CH:8]=1, predict the reactants needed to synthesize it. The reactants are: Cl.[F:2][C:3]1[CH:8]=[CH:7][C:6]([C:9]2[C:13]3[N:14]=[CH:15][N:16]([CH2:19][C:20]4([OH:26])[CH2:25][CH2:24][NH:23][CH2:22][CH2:21]4)[C:17](=[O:18])[C:12]=3[S:11][CH:10]=2)=[CH:5][CH:4]=1.[C:27]([O:31][C:32]([NH:34][CH2:35][CH2:36][CH2:37][CH2:38][C:39](O)=[O:40])=[O:33])([CH3:30])([CH3:29])[CH3:28].CN(C(ON1N=NC2C=CC=NC1=2)=[N+](C)C)C.F[P-](F)(F)(F)(F)F.C(N(CC)CC)C.